From a dataset of Catalyst prediction with 721,799 reactions and 888 catalyst types from USPTO. Predict which catalyst facilitates the given reaction. (1) Reactant: [C:1]([C:3]1[CH:8]=[C:7]([CH2:9][CH2:10][P:11](=[O:18])([O:15][CH2:16][CH3:17])[O:12][CH2:13][CH3:14])[CH:6]=[CH:5][N:4]=1)#[N:2].[C:19](OC)(=[O:27])[C:20]1[C:21](=[CH:23][CH:24]=[CH:25][CH:26]=1)[SH:22].C(N(CC)CC)C. Product: [O:27]=[C:19]1[C:20]2[CH:26]=[CH:25][CH:24]=[CH:23][C:21]=2[S:22][C:1]([C:3]2[CH:8]=[C:7]([CH2:9][CH2:10][P:11](=[O:18])([O:12][CH2:13][CH3:14])[O:15][CH2:16][CH3:17])[CH:6]=[CH:5][N:4]=2)=[N:2]1. The catalyst class is: 11. (2) Reactant: [CH3:1][NH:2][CH2:3][C@H:4]1[O:8][C@@H:7]([N:9]2[C:18]3[N:17]=[CH:16][N:15]=[C:13]([NH2:14])[C:12]=3[N:11]=[C:10]2[CH3:19])[C@H:6]([OH:20])[C@@H:5]1[OH:21].Cl[CH2:23][CH2:24][C:25]([O:27][CH2:28][CH3:29])=[O:26].CCN(C(C)C)C(C)C. The catalyst class is: 3. Product: [C:25]([CH2:24][CH2:23][N:2]([CH3:1])[CH2:3][C@H:4]1[O:8][C@@H:7]([N:9]2[C:18]3[N:17]=[CH:16][N:15]=[C:13]([NH2:14])[C:12]=3[N:11]=[C:10]2[CH3:19])[C@H:6]([OH:20])[C@@H:5]1[OH:21])([O:27][CH2:28][CH3:29])=[O:26]. (3) Reactant: [Cl:1][C:2]1[CH:3]=[C:4]2[C:8](=[CH:9][CH:10]=1)[NH:7][CH:6]=[C:5]2[CH2:11][CH2:12][NH:13][C:14](=[O:27])[C:15]([NH:17][CH:18]([C:21]1[CH:26]=[CH:25][CH:24]=[CH:23][CH:22]=1)[CH2:19][OH:20])=O.CC[N+](S(N=C(OC)[O-])(=O)=O)(CC)CC. Product: [Cl:1][C:2]1[CH:3]=[C:4]2[C:8](=[CH:9][CH:10]=1)[NH:7][CH:6]=[C:5]2[CH2:11][CH2:12][NH:13][C:14]([C:15]1[O:20][CH2:19][CH:18]([C:21]2[CH:26]=[CH:25][CH:24]=[CH:23][CH:22]=2)[N:17]=1)=[O:27]. The catalyst class is: 1.